Regression. Given a peptide amino acid sequence and an MHC pseudo amino acid sequence, predict their binding affinity value. This is MHC class I binding data. From a dataset of Peptide-MHC class I binding affinity with 185,985 pairs from IEDB/IMGT. (1) The peptide sequence is YADSVKGRFTI. The MHC is Mamu-B17 with pseudo-sequence Mamu-B17. The binding affinity (normalized) is 0. (2) The peptide sequence is EIPDVLNSL. The binding affinity (normalized) is 0.480. The MHC is HLA-A26:01 with pseudo-sequence HLA-A26:01. (3) The binding affinity (normalized) is 0.0847. The peptide sequence is QSYEFLGLK. The MHC is HLA-A24:03 with pseudo-sequence HLA-A24:03. (4) The peptide sequence is TEEIAVQNW. The MHC is HLA-B44:02 with pseudo-sequence HLA-B44:02. The binding affinity (normalized) is 0.747.